This data is from Full USPTO retrosynthesis dataset with 1.9M reactions from patents (1976-2016). The task is: Predict the reactants needed to synthesize the given product. Given the product [CH2:1]([S:3]([NH:6][C:7]1[CH:8]=[C:9]([CH:36]=[CH:37][CH:38]=1)[O:10][C:11]1[CH:16]=[C:15]([F:17])[CH:14]=[C:13]([NH:18][C:19]2[CH:24]=[CH:23][C:22]([I:25])=[CH:21][C:20]=2[F:26])[C:12]=1[NH:27][S:28]([CH2:31][CH2:32][OH:33])(=[O:29])=[O:30])(=[O:5])=[O:4])[CH3:2], predict the reactants needed to synthesize it. The reactants are: [CH2:1]([S:3]([NH:6][C:7]1[CH:8]=[C:9]([CH:36]=[CH:37][CH:38]=1)[O:10][C:11]1[CH:16]=[C:15]([F:17])[CH:14]=[C:13]([NH:18][C:19]2[CH:24]=[CH:23][C:22]([I:25])=[CH:21][C:20]=2[F:26])[C:12]=1[NH:27][S:28]([CH2:31][C:32](OC)=[O:33])(=[O:30])=[O:29])(=[O:5])=[O:4])[CH3:2].[H-].[H-].[H-].[H-].[Li+].[Al+3].C(OCC)(=O)C.